The task is: Predict the reaction yield, written as a fraction of the theoretical maximum amount of product (1.0 means a 100% yield; for example, 0.34 means a 34% yield).. This data is from Reaction yield outcomes from USPTO patents with 853,638 reactions. The reactants are [CH3:1][C:2]([C:5]([OH:7])=[O:6])([CH3:4])[NH2:3].[OH-].[Na+].[C:10](#[N:13])[CH:11]=[CH2:12].C(O)(=O)C. The catalyst is O. The product is [C:10]([CH2:11][CH2:12][NH:3][C:2]([CH3:4])([C:5]([OH:7])=[O:6])[CH3:1])#[N:13]. The yield is 0.950.